From a dataset of NCI-60 drug combinations with 297,098 pairs across 59 cell lines. Regression. Given two drug SMILES strings and cell line genomic features, predict the synergy score measuring deviation from expected non-interaction effect. (1) Drug 1: CC1=C(C=C(C=C1)NC2=NC=CC(=N2)N(C)C3=CC4=NN(C(=C4C=C3)C)C)S(=O)(=O)N.Cl. Drug 2: C1=CN(C(=O)N=C1N)C2C(C(C(O2)CO)O)O.Cl. Cell line: SK-OV-3. Synergy scores: CSS=-2.61, Synergy_ZIP=-2.21, Synergy_Bliss=-1.49, Synergy_Loewe=-18.7, Synergy_HSA=-3.22. (2) Drug 1: C1CN(CCN1C(=O)CCBr)C(=O)CCBr. Drug 2: CC1C(C(CC(O1)OC2CC(CC3=C2C(=C4C(=C3O)C(=O)C5=CC=CC=C5C4=O)O)(C(=O)C)O)N)O. Cell line: SNB-75. Synergy scores: CSS=40.8, Synergy_ZIP=-5.33, Synergy_Bliss=-6.58, Synergy_Loewe=-3.07, Synergy_HSA=-2.43. (3) Drug 2: C1CNP(=O)(OC1)N(CCCl)CCCl. Cell line: HL-60(TB). Synergy scores: CSS=3.48, Synergy_ZIP=12.7, Synergy_Bliss=18.7, Synergy_Loewe=5.47, Synergy_HSA=4.37. Drug 1: CN(C(=O)NC(C=O)C(C(C(CO)O)O)O)N=O. (4) Drug 1: C1CCN(CC1)CCOC2=CC=C(C=C2)C(=O)C3=C(SC4=C3C=CC(=C4)O)C5=CC=C(C=C5)O. Drug 2: CC(CN1CC(=O)NC(=O)C1)N2CC(=O)NC(=O)C2. Cell line: MOLT-4. Synergy scores: CSS=58.4, Synergy_ZIP=-2.66, Synergy_Bliss=-6.14, Synergy_Loewe=-6.05, Synergy_HSA=-3.89. (5) Drug 1: C1CC(C1)(C(=O)O)C(=O)O.[NH2-].[NH2-].[Pt+2]. Drug 2: CCCCCOC(=O)NC1=NC(=O)N(C=C1F)C2C(C(C(O2)C)O)O. Cell line: BT-549. Synergy scores: CSS=6.46, Synergy_ZIP=-4.58, Synergy_Bliss=-6.05, Synergy_Loewe=-4.22, Synergy_HSA=-2.87.